This data is from Reaction yield outcomes from USPTO patents with 853,638 reactions. The task is: Predict the reaction yield, written as a fraction of the theoretical maximum amount of product (1.0 means a 100% yield; for example, 0.34 means a 34% yield). The reactants are [Si]([O:8][C@H:9]1[CH2:13][C@H:12]([O:14][C:15]2[C:20]([F:21])=[CH:19][C:18]([S:22]([N:25]([CH2:32][C:33]3[CH:38]=[CH:37][C:36]([O:39][CH3:40])=[CH:35][C:34]=3[O:41][CH3:42])[C:26]3[CH:31]=[CH:30][N:29]=[CH:28][N:27]=3)(=[O:24])=[O:23])=[C:17]([F:43])[CH:16]=2)[C@@H:11]([C:44]2[N:48]([CH3:49])[N:47]=[CH:46][CH:45]=2)[CH2:10]1)(C(C)(C)C)(C)C.[F-].C([N+](CCCC)(CCCC)CCCC)CCC. The catalyst is C1COCC1. The product is [CH3:42][O:41][C:34]1[CH:35]=[C:36]([O:39][CH3:40])[CH:37]=[CH:38][C:33]=1[CH2:32][N:25]([C:26]1[CH:31]=[CH:30][N:29]=[CH:28][N:27]=1)[S:22]([C:18]1[CH:19]=[C:20]([F:21])[C:15]([O:14][C@H:12]2[CH2:13][C@H:9]([OH:8])[CH2:10][C@@H:11]2[C:44]2[N:48]([CH3:49])[N:47]=[CH:46][CH:45]=2)=[CH:16][C:17]=1[F:43])(=[O:23])=[O:24]. The yield is 0.990.